From a dataset of Catalyst prediction with 721,799 reactions and 888 catalyst types from USPTO. Predict which catalyst facilitates the given reaction. Reactant: ClC(Cl)(O[C:5](=[O:11])[O:6][C:7](Cl)(Cl)Cl)Cl.[C:13]([O:17][C:18](=[O:34])[NH:19][CH:20]1[CH2:25][CH2:24][CH:23]([NH:26][C:27]2C=[CH:31][CH:30]=[CH:29][C:28]=2O)[CH2:22][CH2:21]1)([CH3:16])([CH3:15])[CH3:14].CO. Product: [C:13]([O:17][C:18](=[O:34])[NH:19][CH:20]1[CH2:21][CH2:22][CH:23]([N:26]2[C:27]3[CH:28]=[CH:29][CH:30]=[CH:31][C:7]=3[O:6][C:5]2=[O:11])[CH2:24][CH2:25]1)([CH3:16])([CH3:15])[CH3:14]. The catalyst class is: 76.